Predict which catalyst facilitates the given reaction. From a dataset of Catalyst prediction with 721,799 reactions and 888 catalyst types from USPTO. Product: [Cl:13][C:14]1[CH:19]=[CH:18][C:17]([CH:20]([CH3:1])[C:21]([O:23][CH3:24])=[O:22])=[CH:16][C:15]=1[C:25]([F:26])([F:27])[F:28]. Reactant: [CH:1](NC(C)C)(C)C.C([Li])CCC.[Cl:13][C:14]1[CH:19]=[CH:18][C:17]([CH2:20][C:21]([O:23][CH3:24])=[O:22])=[CH:16][C:15]=1[C:25]([F:28])([F:27])[F:26].CI.Cl. The catalyst class is: 1.